Dataset: Full USPTO retrosynthesis dataset with 1.9M reactions from patents (1976-2016). Task: Predict the reactants needed to synthesize the given product. Given the product [CH2:20]([O:19][C:17]([N:14]1[CH2:13][CH2:12][CH:11]([NH:10][C:2]2[N:7]=[CH:6][C:5]([CH2:8][CH3:9])=[CH:4][N:3]=2)[CH2:16][CH2:15]1)=[O:18])[CH3:21], predict the reactants needed to synthesize it. The reactants are: Cl[C:2]1[N:7]=[CH:6][C:5]([CH2:8][CH3:9])=[CH:4][N:3]=1.[NH2:10][CH:11]1[CH2:16][CH2:15][N:14]([C:17]([O:19][CH2:20][CH3:21])=[O:18])[CH2:13][CH2:12]1.C(N(CC)CC)C.O.